From a dataset of Reaction yield outcomes from USPTO patents with 853,638 reactions. Predict the reaction yield, written as a fraction of the theoretical maximum amount of product (1.0 means a 100% yield; for example, 0.34 means a 34% yield). The reactants are [O:1]=[C:2]1[C:7]([CH2:8][C:9]2[CH:14]=[CH:13][C:12]([C:15]3[C:16]([C:21]#[N:22])=[CH:17][CH:18]=[CH:19][CH:20]=3)=[CH:11][CH:10]=2)=[C:6]([CH2:23][CH2:24][CH3:25])[N:5]2[N:26]=[CH:27][N:28]=[C:4]2[N:3]1[CH:29]1[CH2:34][CH2:33][C:32](=[O:35])[CH2:31][CH2:30]1.[CH3:36][C:37](O)([CH3:40])[CH2:38][OH:39]. The catalyst is O.C1(C)C=CC(S(O)(=O)=O)=CC=1.C1(C)C=CC=CC=1. The product is [CH3:36][C:37]1([CH3:40])[CH2:38][O:39][C:32]2([CH2:31][CH2:30][CH:29]([N:3]3[C:2](=[O:1])[C:7]([CH2:8][C:9]4[CH:10]=[CH:11][C:12]([C:15]5[C:16]([C:21]#[N:22])=[CH:17][CH:18]=[CH:19][CH:20]=5)=[CH:13][CH:14]=4)=[C:6]([CH2:23][CH2:24][CH3:25])[N:5]4[N:26]=[CH:27][N:28]=[C:4]34)[CH2:34][CH2:33]2)[O:35]1. The yield is 1.00.